Dataset: Full USPTO retrosynthesis dataset with 1.9M reactions from patents (1976-2016). Task: Predict the reactants needed to synthesize the given product. (1) Given the product [CH3:26][O:27][C:28]([C:30]1[S:34][C:33](/[CH:35]=[CH:36]\[CH2:37][N:38]2[C:49](=[O:51])[CH2:48][CH2:47][C@@H:39]2[C:40]([O:42][C:43]([CH3:46])([CH3:45])[CH3:44])=[O:41])=[CH:32][CH:31]=1)=[O:29], predict the reactants needed to synthesize it. The reactants are: COC(=O)CC1C=CC(CN2C(=O)CC[C@@H]2C(OC(C)(C)C)=O)=CC=1.[CH3:26][O:27][C:28]([C:30]1[S:34][C:33](/[CH:35]=[CH:36]\[CH2:37][NH:38][C@H:39]([CH2:47][CH2:48][C:49]([O:51]C(C)(C)C)=O)[C:40]([O:42][C:43]([CH3:46])([CH3:45])[CH3:44])=[O:41])=[CH:32][CH:31]=1)=[O:29]. (2) Given the product [F:34][C:29]1[CH:28]=[CH:27][C:26]([NH:25][C:2]2[N:7]=[C:6]([N:8]3[CH2:13][CH2:12][O:11][CH2:10][CH2:9]3)[C:5]([C:14]3[CH:15]=[C:16](/[CH:20]=[CH:21]/[C:22]([O:24][CH2:35][CH3:36])=[O:23])[CH:17]=[CH:18][CH:19]=3)=[CH:4][N:3]=2)=[CH:31][C:30]=1[CH2:32][OH:33], predict the reactants needed to synthesize it. The reactants are: Cl[C:2]1[N:7]=[C:6]([N:8]2[CH2:13][CH2:12][O:11][CH2:10][CH2:9]2)[C:5]([C:14]2[CH:15]=[C:16](/[CH:20]=[CH:21]/[C:22]([O-:24])=[O:23])[CH:17]=[CH:18][CH:19]=2)=[CH:4][N:3]=1.[NH2:25][C:26]1[CH:27]=[CH:28][C:29]([F:34])=[C:30]([CH2:32][OH:33])[CH:31]=1.[CH:35]1(P(C2CCCCC2)C2C=CC=CC=2C2C(C(C)C)=CC(C(C)C)=CC=2C(C)C)CCCC[CH2:36]1.C(=O)([O-])[O-].[Na+].[Na+]. (3) Given the product [NH:22]1[C:23]2[C:19](=[C:18]([NH:17][C:16]3[C:15]([C:27]#[N:28])=[CH:14][N:13]=[C:12]4[S:29][C:9]([C:6]5[CH:5]=[CH:4][C:3]([CH2:1][N:41]6[CH2:42][CH2:43][N:38]([CH3:37])[CH2:39][CH2:40]6)=[CH:8][CH:7]=5)=[CH:10][C:11]=34)[CH:26]=[CH:25][CH:24]=2)[CH:20]=[CH:21]1, predict the reactants needed to synthesize it. The reactants are: [CH:1]([C:3]1[CH:8]=[CH:7][C:6]([C:9]2[S:29][C:12]3=[N:13][CH:14]=[C:15]([C:27]#[N:28])[C:16]([NH:17][C:18]4[CH:26]=[CH:25][CH:24]=[C:23]5[C:19]=4[CH:20]=[CH:21][NH:22]5)=[C:11]3[CH:10]=2)=[CH:5][CH:4]=1)=O.CN1C(=O)CCC1.[CH3:37][N:38]1[CH2:43][CH2:42][NH:41][CH2:40][CH2:39]1.C(O[BH-](OC(=O)C)OC(=O)C)(=O)C.[Na+]. (4) Given the product [C:1]([O:5][C:6]([NH:8][C@@H:9]([CH2:14][C:15]1[CH:16]=[CH:17][C:18]([C:50]2[CH:51]=[CH:52][C:47]([B:38]3[O:42][C:41]([CH3:44])([CH3:43])[C:40]([CH3:46])([CH3:45])[O:39]3)=[CH:48][CH:49]=2)=[CH:19][CH:20]=1)[C:10]([O:12][CH3:13])=[O:11])=[O:7])([CH3:2])([CH3:3])[CH3:4], predict the reactants needed to synthesize it. The reactants are: [C:1]([O:5][C:6]([NH:8][C@@H:9]([CH2:14][C:15]1[CH:20]=[CH:19][C:18](OS(C(F)(F)C(F)(F)C(F)(F)C(F)(F)F)(=O)=O)=[CH:17][CH:16]=1)[C:10]([O:12][CH3:13])=[O:11])=[O:7])([CH3:4])([CH3:3])[CH3:2].[B:38]1([C:47]2[CH:52]=[CH:51][C:50](B3OC(C)(C)C(C)(C)O3)=[CH:49][CH:48]=2)[O:42][C:41]([CH3:44])([CH3:43])[C:40]([CH3:46])([CH3:45])[O:39]1.C1(P(C2CCCCC2)C2C=CC=CC=2C2C(OC)=CC=CC=2OC)CCCCC1.P([O-])([O-])([O-])=O.[K+].[K+].[K+]. (5) Given the product [CH:1]([O:4][C:5]([N:7]1[CH2:12][CH2:11][CH:10]([O:13][C:14]2[C:19]([CH3:20])=[C:18]([O:30][C:26]3[C:27]([CH3:29])=[N:28][C:23]([Cl:22])=[CH:24][CH:25]=3)[N:17]=[CH:16][N:15]=2)[CH2:9][CH2:8]1)=[O:6])([CH3:3])[CH3:2], predict the reactants needed to synthesize it. The reactants are: [CH:1]([O:4][C:5]([N:7]1[CH2:12][CH2:11][CH:10]([O:13][C:14]2[C:19]([CH3:20])=[C:18](Cl)[N:17]=[CH:16][N:15]=2)[CH2:9][CH2:8]1)=[O:6])([CH3:3])[CH3:2].[Cl:22][C:23]1[N:28]=[C:27]([CH3:29])[C:26]([OH:30])=[CH:25][CH:24]=1.C(=O)([O-])[O-].[K+].[K+]. (6) Given the product [OH:16][C:12]1[C:11]([CH3:17])=[CH:10][C:9]([C:6]2[CH:5]=[C:4]([C:18]3[NH:19][C:20]4[C:25]([C:26]=3[C:27]3[CH:32]=[CH:31][CH:30]=[CH:29][CH:28]=3)=[CH:24][CH:23]=[C:22]([CH2:33][N:34]3[CH2:39][CH2:38][N:37]([CH3:40])[CH2:36][CH2:35]3)[CH:21]=4)[C:3](=[O:2])[NH:8][N:7]=2)=[CH:14][C:13]=1[CH3:15], predict the reactants needed to synthesize it. The reactants are: C[O:2][C:3]1[N:8]=[N:7][C:6]([C:9]2[CH:14]=[C:13]([CH3:15])[C:12]([OH:16])=[C:11]([CH3:17])[CH:10]=2)=[CH:5][C:4]=1[C:18]1[NH:19][C:20]2[C:25]([C:26]=1[C:27]1[CH:32]=[CH:31][CH:30]=[CH:29][CH:28]=1)=[CH:24][CH:23]=[C:22]([CH2:33][N:34]1[CH2:39][CH2:38][N:37]([CH3:40])[CH2:36][CH2:35]1)[CH:21]=2.[I-].[K+].